Dataset: Reaction yield outcomes from USPTO patents with 853,638 reactions. Task: Predict the reaction yield, written as a fraction of the theoretical maximum amount of product (1.0 means a 100% yield; for example, 0.34 means a 34% yield). (1) The reactants are [C:1]1([C:7]([CH:9](Br)[C:10]2[CH:15]=[CH:14][CH:13]=[CH:12][CH:11]=2)=O)[CH:6]=[CH:5][CH:4]=[CH:3][CH:2]=1.[CH3:17][O:18][C:19]1[CH:24]=[CH:23][C:22](/[CH:25]=[N:26]/[NH:27][C:28](=[NH:30])[NH2:29])=[CH:21][CH:20]=1. The catalyst is C(O)C. The product is [CH3:17][O:18][C:19]1[CH:24]=[CH:23][C:22](/[CH:25]=[N:26]/[N:27]2[C:7]([C:1]3[CH:6]=[CH:5][CH:4]=[CH:3][CH:2]=3)=[C:9]([C:10]3[CH:15]=[CH:14][CH:13]=[CH:12][CH:11]=3)[N:29]=[C:28]2[NH2:30])=[CH:21][CH:20]=1. The yield is 0.680. (2) The reactants are [Cl:1][C:2]1[CH:3]=[C:4]([N:8]2[C:12]3[C:13](=[O:24])[N:14]([C:17]4[CH:22]=[CH:21][C:20](I)=[CH:19][CH:18]=4)[CH2:15][CH2:16][C:11]=3[C:10]([S:25]([CH3:28])(=[O:27])=[O:26])=[N:9]2)[CH:5]=[CH:6][CH:7]=1.[C:29]1(=[O:35])[NH:34][CH2:33][CH2:32][CH2:31][CH2:30]1.C(=O)([O-])[O-].[K+].[K+].N1C2C(=CC=C3C=2N=CC=C3)C=CC=1.[OH-].[NH4+]. The catalyst is ClCCl. The product is [Cl:1][C:2]1[CH:3]=[C:4]([N:8]2[C:12]3[C:13](=[O:24])[N:14]([C:17]4[CH:22]=[CH:21][C:20]([N:34]5[CH2:33][CH2:32][CH2:31][CH2:30][C:29]5=[O:35])=[CH:19][CH:18]=4)[CH2:15][CH2:16][C:11]=3[C:10]([S:25]([CH3:28])(=[O:27])=[O:26])=[N:9]2)[CH:5]=[CH:6][CH:7]=1. The yield is 0.450. (3) The reactants are [Cl:1][C:2]1[N:7]=[C:6](Cl)[CH:5]=[CH:4][N:3]=1.[N+:9]([C:12]1[CH:13]=[C:14](B(O)O)[CH:15]=[CH:16][CH:17]=1)([O-:11])=[O:10]. No catalyst specified. The product is [Cl:1][C:2]1[N:7]=[C:6]([C:16]2[CH:15]=[CH:14][CH:13]=[C:12]([N+:9]([O-:11])=[O:10])[CH:17]=2)[CH:5]=[CH:4][N:3]=1. The yield is 0.600. (4) The catalyst is CN(C=O)C. The reactants are FC(F)(F)C(O)=O.[CH3:8][O:9][C:10]1[NH:18][C:17]2[C:12](=[N:13][C:14]([NH:20][CH2:21][CH2:22][O:23][CH3:24])=[N:15][C:16]=2[NH2:19])[N:11]=1.C([O-])([O-])=O.[K+].[K+].Cl[CH2:32][C:33]1[CH:40]=[CH:39][C:36]([CH2:37][OH:38])=[CH:35][CH:34]=1. The yield is 0.560. The product is [CH3:8][O:9][C:10]1[N:11]([CH2:32][C:33]2[CH:40]=[CH:39][C:36]([CH2:37][OH:38])=[CH:35][CH:34]=2)[C:12]2[C:17]([N:18]=1)=[C:16]([NH2:19])[N:15]=[C:14]([NH:20][CH2:21][CH2:22][O:23][CH3:24])[N:13]=2. (5) The product is [Cl:28][C:14]1[CH:15]=[C:16]2[C:21](=[CH:22][C:13]=1[O:12][C:11]1[CH:29]=[CH:30][C:8]([C:6]([OH:7])=[O:5])=[CH:9][CH:10]=1)[O:20][CH2:19][CH2:18][CH:17]2[C:23]([O:25][CH2:26][CH3:27])=[O:24]. The yield is 0.970. The reactants are C([O:5][C:6]([C:8]1[CH:30]=[CH:29][C:11]([O:12][C:13]2[CH:22]=[C:21]3[C:16]([CH:17]([C:23]([O:25][CH2:26][CH3:27])=[O:24])[CH2:18][CH2:19][O:20]3)=[CH:15][C:14]=2[Cl:28])=[CH:10][CH:9]=1)=[O:7])(C)(C)C.C(O)(C(F)(F)F)=O. The catalyst is C(Cl)Cl. (6) The catalyst is O. The yield is 0.680. The reactants are C[O:2][C:3]1[CH:17]=[CH:16][C:6]2[C:7]3[CH:13]=[C:12]([C:14]#[N:15])[CH:11]=[CH:10][C:8]=3[O:9][C:5]=2[CH:4]=1.Cl.N1C=CC=CC=1.[OH-].[Na+]. The product is [OH:2][C:3]1[CH:17]=[CH:16][C:6]2[C:7]3[CH:13]=[C:12]([C:14]#[N:15])[CH:11]=[CH:10][C:8]=3[O:9][C:5]=2[CH:4]=1. (7) The product is [F:1][C:2]1[CH:8]=[CH:7][C:5]([N:6]2[C:17]([CH3:18])=[CH:16][CH:15]=[C:14]2[CH3:13])=[C:4]([C:9]([F:10])([F:11])[F:12])[CH:3]=1. The catalyst is C(O)(=O)C. The yield is 0.500. The reactants are [F:1][C:2]1[CH:8]=[CH:7][C:5]([NH2:6])=[C:4]([C:9]([F:12])([F:11])[F:10])[CH:3]=1.[CH3:13][C:14](=O)[CH2:15][CH2:16][C:17](=O)[CH3:18]. (8) The reactants are [OH:1][CH2:2][C:3]1[C:8]([CH3:9])=[CH:7][C:6]([NH:10][C:11]([CH2:13][CH2:14][N:15]2[CH2:20][CH2:19][CH:18]([O:21][C:22](=[O:36])[NH:23][C:24]3[CH:29]=[CH:28][CH:27]=[CH:26][C:25]=3[C:30]3[CH:35]=[CH:34][CH:33]=[CH:32][CH:31]=3)[CH2:17][CH2:16]2)=[O:12])=[C:5]([CH3:37])[CH:4]=1.CS(C)=O.C(N(C(C)C)CC)(C)C.O. The catalyst is ClCCl. The product is [CH:2]([C:3]1[C:8]([CH3:9])=[CH:7][C:6]([NH:10][C:11]([CH2:13][CH2:14][N:15]2[CH2:16][CH2:17][CH:18]([O:21][C:22](=[O:36])[NH:23][C:24]3[CH:29]=[CH:28][CH:27]=[CH:26][C:25]=3[C:30]3[CH:35]=[CH:34][CH:33]=[CH:32][CH:31]=3)[CH2:19][CH2:20]2)=[O:12])=[C:5]([CH3:37])[CH:4]=1)=[O:1]. The yield is 1.00. (9) The reactants are [CH3:1][C:2]1[CH:11]=[N:10][C:9]2[C:4](=[CH:5][CH:6]=[CH:7][C:8]=2[N+:12]([O-])=O)[N:3]=1. The catalyst is CO.[Cl-].[Cl-].[Cl-].[Ti+3]. The product is [CH3:1][C:2]1[CH:11]=[N:10][C:9]2[C:4](=[CH:5][CH:6]=[CH:7][C:8]=2[NH2:12])[N:3]=1. The yield is 0.790. (10) The reactants are [F:1][C:2]1[CH:7]=[CH:6][C:5]([C:8]2[N:12]([CH3:13])[N:11]=[CH:10][C:9]=2/[CH:14]=[CH:15]/[C:16]([NH:18][C:19]2[CH:35]=[CH:34][C:22]([CH2:23][C:24]3[S:25][CH:26]=[C:27]([C:29]([O:31]CC)=[O:30])[N:28]=3)=[CH:21][CH:20]=2)=[O:17])=[CH:4][CH:3]=1.[OH-].[Na+].O1CCCC1.Cl. The catalyst is O.C(O)C. The product is [F:1][C:2]1[CH:3]=[CH:4][C:5]([C:8]2[N:12]([CH3:13])[N:11]=[CH:10][C:9]=2/[CH:14]=[CH:15]/[C:16]([NH:18][C:19]2[CH:35]=[CH:34][C:22]([CH2:23][C:24]3[S:25][CH:26]=[C:27]([C:29]([OH:31])=[O:30])[N:28]=3)=[CH:21][CH:20]=2)=[O:17])=[CH:6][CH:7]=1. The yield is 0.800.